This data is from Reaction yield outcomes from USPTO patents with 853,638 reactions. The task is: Predict the reaction yield, written as a fraction of the theoretical maximum amount of product (1.0 means a 100% yield; for example, 0.34 means a 34% yield). (1) The reactants are [NH2:1][C:2]1[C:3]2[N:4]([C:8]([C@H:12]3[CH2:22][N:16]4[C:17](=[O:21])[CH2:18][NH:19][CH2:20][C@@H:15]4[CH2:14][CH2:13]3)=[N:9][C:10]=2Br)[CH:5]=[CH:6][N:7]=1.[CH3:23][O:24][C:25]1[CH:26]=[C:27]([CH:41]=[CH:42][C:43]=1B1OC(C)(C)C(C)(C)O1)[C:28]([NH:30][C:31]1[CH:36]=[C:35]([C:37]([F:40])([F:39])[F:38])[CH:34]=[CH:33][N:32]=1)=[O:29]. The catalyst is O1CCOCC1.O.O. The product is [NH2:1][C:2]1[C:3]2[N:4]([C:8]([C@H:12]3[CH2:22][N:16]4[C:17](=[O:21])[CH2:18][NH:19][CH2:20][C@@H:15]4[CH2:14][CH2:13]3)=[N:9][C:10]=2[C:43]2[CH:42]=[CH:41][C:27]([C:28]([NH:30][C:31]3[CH:36]=[C:35]([C:37]([F:40])([F:38])[F:39])[CH:34]=[CH:33][N:32]=3)=[O:29])=[CH:26][C:25]=2[O:24][CH3:23])[CH:5]=[CH:6][N:7]=1. The yield is 0.769. (2) The reactants are [CH3:1][P:2](=[O:7])([O:5][CH3:6])[O:3][CH3:4].[Li]CCCC.C([O:17][C:18](=O)[CH2:19][CH2:20][CH2:21][CH2:22][C:23]1[N:28]=[C:27]2[NH:29][CH2:30][CH2:31][C:26]2=[CH:25][CH:24]=1)CCC. The catalyst is C1COCC1. The product is [CH3:4][O:3][P:2]([CH2:1][C:18](=[O:17])[CH2:19][CH2:20][CH2:21][CH2:22][C:23]1[N:28]=[C:27]2[NH:29][CH2:30][CH2:31][C:26]2=[CH:25][CH:24]=1)(=[O:7])[O:5][CH3:6]. The yield is 0.890. (3) The reactants are [CH2:1]([O:8][C:9]1[CH:10]=[C:11]2[C:16](=[CH:17][CH:18]=1)[C:15](=[O:19])[N:14]([CH2:20][CH:21]1[CH2:23][CH2:22]1)[C:13]([CH2:24]Cl)=[C:12]2[O:26][CH2:27][CH2:28][CH2:29][CH3:30])[C:2]1[CH:7]=[CH:6][CH:5]=[CH:4][CH:3]=1.[C:31]1(=[O:41])[NH:35][C:34](=[O:36])[C:33]2=[CH:37][CH:38]=[CH:39][CH:40]=[C:32]12.[K].O. The catalyst is CN(C)C=O. The product is [CH2:1]([O:8][C:9]1[CH:10]=[C:11]2[C:16](=[CH:17][CH:18]=1)[C:15](=[O:19])[N:14]([CH2:20][CH:21]1[CH2:23][CH2:22]1)[C:13]([CH2:24][N:35]1[C:31](=[O:41])[C:32]3[C:33](=[CH:37][CH:38]=[CH:39][CH:40]=3)[C:34]1=[O:36])=[C:12]2[O:26][CH2:27][CH2:28][CH2:29][CH3:30])[C:2]1[CH:7]=[CH:6][CH:5]=[CH:4][CH:3]=1. The yield is 0.951. (4) The reactants are [CH3:1][NH:2][CH2:3][CH2:4][OH:5].[H-].[Na+].Cl[C:9]1[N:14]=[CH:13][C:12]([C:15]([C:28]2[CH:33]=[CH:32][C:31]([OH:34])=[CH:30][CH:29]=2)=[C:16]([C:19]2[CH:20]=[CH:21][C:22]3[O:26][CH2:25][CH2:24][C:23]=3[CH:27]=2)[CH2:17][CH3:18])=[CH:11][CH:10]=1. The catalyst is C1COCC1. The product is [O:26]1[C:22]2[CH:21]=[CH:20][C:19]([C:16]([CH2:17][CH3:18])=[C:15]([C:28]3[CH:29]=[CH:30][C:31]([OH:34])=[CH:32][CH:33]=3)[C:12]3[CH:13]=[N:14][C:9]([O:5][CH2:4][CH2:3][NH:2][CH3:1])=[CH:10][CH:11]=3)=[CH:27][C:23]=2[CH2:24][CH2:25]1. The yield is 0.410. (5) The reactants are [OH:1][C:2]1[CH:3]=[C:4]([CH:7]=[CH:8][CH:9]=1)[CH:5]=[O:6].Cl[C:11]1[N:16]=[CH:15][CH:14]=[CH:13][N:12]=1.C([O-])([O-])=O.[K+].[K+].O. The catalyst is CS(C)=O. The product is [N:12]1[CH:13]=[CH:14][CH:15]=[N:16][C:11]=1[O:1][C:2]1[CH:3]=[C:4]([CH:7]=[CH:8][CH:9]=1)[CH:5]=[O:6]. The yield is 0.710. (6) The reactants are C([O:5][C:6](=O)[CH2:7][CH:8]1[CH2:12][CH2:11][CH2:10][N:9]1[C:13]1[C:22]([N+:23]([O-])=O)=[CH:21][C:16]([C:17]([O:19][CH3:20])=[O:18])=[CH:15][N:14]=1)(C)(C)C.P(OC1C=CC=CC=1)(OC1C=CC=CC=1)OC1C=CC=CC=1. The catalyst is ClCCl.[NH4+].[O-][V](=O)=O.[Pt]. The product is [O:5]=[C:6]1[NH:23][C:22]2[CH:21]=[C:16]([C:17]([O:19][CH3:20])=[O:18])[CH:15]=[N:14][C:13]=2[N:9]2[CH2:10][CH2:11][CH2:12][CH:8]2[CH2:7]1. The yield is 0.724.